Dataset: Full USPTO retrosynthesis dataset with 1.9M reactions from patents (1976-2016). Task: Predict the reactants needed to synthesize the given product. Given the product [C:1]([O:5][C:6](=[O:25])[NH:7][CH2:8][CH2:9][N:10]1[C:14]([CH:15]=[O:16])=[CH:13][C:12]([CH2:17][O:18][C:19]2[CH:20]=[CH:21][CH:22]=[CH:23][CH:24]=2)=[N:11]1)([CH3:4])([CH3:2])[CH3:3], predict the reactants needed to synthesize it. The reactants are: [C:1]([O:5][C:6](=[O:25])[NH:7][CH2:8][CH2:9][N:10]1[C:14]([CH2:15][OH:16])=[CH:13][C:12]([CH2:17][O:18][C:19]2[CH:24]=[CH:23][CH:22]=[CH:21][CH:20]=2)=[N:11]1)([CH3:4])([CH3:3])[CH3:2].